Dataset: Forward reaction prediction with 1.9M reactions from USPTO patents (1976-2016). Task: Predict the product of the given reaction. (1) Given the reactants [NH2:1][CH2:2][CH2:3][C:4]1[CH:14]=[CH:13][C:7]([C:8]([O:10][CH2:11][CH3:12])=[O:9])=[CH:6][CH:5]=1.C(N(CC)CC)C.Cl[S:23]([C:26]1[CH:27]=[C:28]([CH:32]=[CH:33][C:34]=1[O:35][CH3:36])[C:29]([OH:31])=[O:30])(=[O:25])=[O:24].Cl, predict the reaction product. The product is: [CH2:11]([O:10][C:8]([C:7]1[CH:13]=[CH:14][C:4]([CH2:3][CH2:2][NH:1][S:23]([C:26]2[CH:27]=[C:28]([CH:32]=[CH:33][C:34]=2[O:35][CH3:36])[C:29]([OH:31])=[O:30])(=[O:25])=[O:24])=[CH:5][CH:6]=1)=[O:9])[CH3:12]. (2) Given the reactants [O:1]1[C:6]2[CH:7]=[CH:8][C:9]([CH2:11][N:12]([CH:20]3[CH2:25][CH2:24][N:23]([CH2:26][CH2:27][N:28]4[C:37]5[C:32](=[CH:33][C:34]([CH3:38])=[CH:35][CH:36]=5)[CH:31]=[CH:30][C:29]4=[O:39])[CH2:22][CH2:21]3)C(=O)OC(C)(C)C)=[CH:10][C:5]=2[O:4][CH2:3][CH2:2]1.[ClH:40].O1CCOCC1, predict the reaction product. The product is: [ClH:40].[O:1]1[C:6]2[CH:7]=[CH:8][C:9]([CH2:11][NH:12][CH:20]3[CH2:21][CH2:22][N:23]([CH2:26][CH2:27][N:28]4[C:37]5[C:32](=[CH:33][C:34]([CH3:38])=[CH:35][CH:36]=5)[CH:31]=[CH:30][C:29]4=[O:39])[CH2:24][CH2:25]3)=[CH:10][C:5]=2[O:4][CH2:3][CH2:2]1. (3) Given the reactants [F:1][C:2]1[CH:3]=[CH:4][C:5]([N:8]2[C:16]3[CH:15]=[CH:14][N:13]=[CH:12][C:11]=3[N:10]=[CH:9]2)=[N:6][CH:7]=1.[Cl:17][C:18]1[C:26]([C:27]([F:30])([F:29])[F:28])=[CH:25][CH:24]=[CH:23][C:19]=1[C:20](Cl)=[O:21].C[Mg+].[Br-].[CH3:34]COCC, predict the reaction product. The product is: [Cl:17][C:18]1[C:26]([C:27]([F:30])([F:29])[F:28])=[CH:25][CH:24]=[CH:23][C:19]=1[C:20]([N:13]1[CH:14]=[CH:15][C:16]2[N:8]([C:5]3[CH:4]=[CH:3][C:2]([F:1])=[CH:7][N:6]=3)[CH:9]=[N:10][C:11]=2[CH:12]1[CH3:34])=[O:21]. (4) Given the reactants Cl.[C:2]1(=[O:12])[C:6]2([CH2:11][CH2:10][NH:9][CH2:8][CH2:7]2)[CH2:5][CH2:4][NH:3]1.C(N(CC)CC)C.[Cl:20][C:21]1[CH:22]=[C:23]([S:28](Cl)(=[O:30])=[O:29])[CH:24]=[C:25]([Cl:27])[CH:26]=1, predict the reaction product. The product is: [Cl:27][C:25]1[CH:24]=[C:23]([S:28]([N:9]2[CH2:10][CH2:11][C:6]3([C:2](=[O:12])[NH:3][CH2:4][CH2:5]3)[CH2:7][CH2:8]2)(=[O:29])=[O:30])[CH:22]=[C:21]([Cl:20])[CH:26]=1.